Task: Predict the reaction yield, written as a fraction of the theoretical maximum amount of product (1.0 means a 100% yield; for example, 0.34 means a 34% yield).. Dataset: Reaction yield outcomes from USPTO patents with 853,638 reactions (1) The reactants are [F:1][C:2]1[CH:10]=[C:9]([F:11])[CH:8]=[CH:7][C:3]=1[C:4]([OH:6])=[O:5].[CH3:12][C:13](OC(OC(O[C:13]([CH3:15])([CH3:14])[CH3:12])=O)=O)([CH3:15])[CH3:14]. The catalyst is ClCCl.CC(O)(C)C. The product is [C:13]([O:5][C:4](=[O:6])[C:3]1[CH:7]=[CH:8][C:9]([F:11])=[CH:10][C:2]=1[F:1])([CH3:15])([CH3:14])[CH3:12]. The yield is 0.840. (2) The yield is 0.130. The product is [OH:1][CH2:2][CH2:3][N:4]([CH:22]([CH3:24])[CH3:23])[C:5]([C:7]1[S:8][C:9]2[CH2:10][CH2:11][O:12][C:13]3[CH:20]=[CH:19][C:18]([C:33]4[CH:38]=[N:37][C:36]([NH2:39])=[CH:35][CH:34]=4)=[CH:17][C:14]=3[C:15]=2[N:16]=1)=[O:6]. The reactants are [OH:1][CH2:2][CH2:3][N:4]([CH:22]([CH3:24])[CH3:23])[C:5]([C:7]1[S:8][C:9]2[CH2:10][CH2:11][O:12][C:13]3[CH:20]=[CH:19][C:18](Br)=[CH:17][C:14]=3[C:15]=2[N:16]=1)=[O:6].CC1(C)C(C)(C)OB([C:33]2[CH:34]=[CH:35][C:36]([NH2:39])=[N:37][CH:38]=2)O1. No catalyst specified. (3) The reactants are [CH3:1][C:2]([N+:15]([O-:17])=[O:16])([CH3:14])[CH2:3][C:4]1[N:8]2[CH:9]=[CH:10][CH:11]=[C:12]([OH:13])[C:7]2=[N:6][CH:5]=1.Cl[CH2:19][C:20]([O:22][C:23]([CH3:26])([CH3:25])[CH3:24])=[O:21].C(=O)([O-])[O-].[K+].[K+].[I-].[K+]. The catalyst is CC(=O)CC. The product is [CH3:14][C:2]([N+:15]([O-:17])=[O:16])([CH3:1])[CH2:3][C:4]1[N:8]2[CH:9]=[CH:10][CH:11]=[C:12]([O:13][CH2:19][C:20]([O:22][C:23]([CH3:26])([CH3:25])[CH3:24])=[O:21])[C:7]2=[N:6][CH:5]=1. The yield is 0.810. (4) The reactants are CN(C)/[CH:3]=[CH:4]/[C:5]1[C:6]([N+:19]([O-])=O)=[C:7]([C:13]([N+:16]([O-])=O)=[CH:14][CH:15]=1)[C:8]([O:10][CH2:11][CH3:12])=[O:9]. The catalyst is [Ni].CCO. The product is [NH2:16][C:13]1[C:7]([C:8]([O:10][CH2:11][CH3:12])=[O:9])=[C:6]2[C:5]([CH:4]=[CH:3][NH:19]2)=[CH:15][CH:14]=1. The yield is 0.160. (5) The reactants are [CH3:1][O:2][C:3]1[CH:4]=[C:5]([CH2:13][CH2:14][C@H:15]([C:17]2[CH:22]=[CH:21][CH:20]=[C:19]([O:23][CH2:24][C:25]([O:27][C:28]([CH3:31])([CH3:30])[CH3:29])=[O:26])[CH:18]=2)[OH:16])[CH:6]=[C:7]([O:11][CH3:12])[C:8]=1[O:9][CH3:10].[O:32]=[C:33]([N:41]1[CH2:46][CH2:45][CH2:44][CH2:43][C@H:42]1[C:47](O)=[O:48])[C:34](=[O:40])[C:35]([CH3:39])([CH3:38])[CH2:36][CH3:37].C1(N=C=NC2CCCCC2)CCCCC1. The catalyst is C(Cl)Cl.CN(C)C1C=CN=CC=1. The product is [CH3:38][C:35]([CH3:39])([CH2:36][CH3:37])[C:34](=[O:40])[C:33]([N:41]1[CH2:46][CH2:45][CH2:44][CH2:43][C@H:42]1[C:47]([O:16][C@@H:15]([C:17]1[CH:22]=[CH:21][CH:20]=[C:19]([O:23][CH2:24][C:25]([O:27][C:28]([CH3:31])([CH3:30])[CH3:29])=[O:26])[CH:18]=1)[CH2:14][CH2:13][C:5]1[CH:4]=[C:3]([O:2][CH3:1])[C:8]([O:9][CH3:10])=[C:7]([O:11][CH3:12])[CH:6]=1)=[O:48])=[O:32]. The yield is 0.780.